This data is from Full USPTO retrosynthesis dataset with 1.9M reactions from patents (1976-2016). The task is: Predict the reactants needed to synthesize the given product. (1) Given the product [CH3:19][C:20]1[CH:27]=[C:26]([N+:28]([O-:30])=[O:29])[CH:25]=[CH:24][C:21]=1[CH:22]([C:2]1[CH:7]=[CH:6][CH:5]=[CH:4][N:3]=1)[OH:23], predict the reactants needed to synthesize it. The reactants are: Br[C:2]1[CH:7]=[CH:6][CH:5]=[CH:4][N:3]=1.CCCCCC.C([Li])CCC.[CH3:19][C:20]1[CH:27]=[C:26]([N+:28]([O-:30])=[O:29])[CH:25]=[CH:24][C:21]=1[CH:22]=[O:23].O. (2) The reactants are: [Br:1][C:2]1[CH:3]=[C:4]2[C:8](=[CH:9][CH:10]=1)[N:7]([C:11](=[O:13])[CH3:12])[CH2:6][C:5]2([CH3:15])[CH3:14].[Cl:16][S:17](O)(=[O:19])=[O:18]. Given the product [C:11]([N:7]1[C:8]2[C:4](=[CH:3][C:2]([Br:1])=[C:10]([S:17]([Cl:16])(=[O:19])=[O:18])[CH:9]=2)[C:5]([CH3:15])([CH3:14])[CH2:6]1)(=[O:13])[CH3:12], predict the reactants needed to synthesize it. (3) The reactants are: C([O:3][C:4](=[O:17])[C:5]1[CH:10]=[CH:9][C:8]([CH:11]([OH:16])[CH2:12][CH:13]([CH3:15])[CH3:14])=[CH:7][CH:6]=1)C.[OH-].[Na+].Cl. Given the product [OH:16][CH:11]([C:8]1[CH:7]=[CH:6][C:5]([C:4]([OH:17])=[O:3])=[CH:10][CH:9]=1)[CH2:12][CH:13]([CH3:15])[CH3:14], predict the reactants needed to synthesize it. (4) Given the product [ClH:1].[C:15]([C:10]1[CH:11]=[CH:12][CH:13]=[CH:14][C:9]=1[NH:8][C:6]1[C:5]([N+:23]([O-:25])=[O:24])=[CH:4][N:3]=[C:2]([NH:26][C:27]2[CH:28]=[CH:29][C:30]([NH:33][C:34](=[O:36])[CH3:35])=[CH:31][CH:32]=2)[N:7]=1)(=[O:16])[C:17]1[CH:22]=[CH:21][CH:20]=[CH:19][CH:18]=1, predict the reactants needed to synthesize it. The reactants are: [Cl:1][C:2]1[N:7]=[C:6]([NH:8][C:9]2[CH:14]=[CH:13][CH:12]=[CH:11][C:10]=2[C:15]([C:17]2[CH:22]=[CH:21][CH:20]=[CH:19][CH:18]=2)=[O:16])[C:5]([N+:23]([O-:25])=[O:24])=[CH:4][N:3]=1.[NH2:26][C:27]1[CH:32]=[CH:31][C:30]([NH:33][C:34](=[O:36])[CH3:35])=[CH:29][CH:28]=1.Cl.C(OCC)C. (5) Given the product [OH:33][CH:34]1[CH2:39][CH2:38][CH2:37][N:36]([C:20]2[CH:28]=[CH:27][C:26]([S:29]([CH3:32])(=[O:31])=[O:30])=[CH:25][C:21]=2[C:22]([OH:24])=[O:23])[CH2:35]1, predict the reactants needed to synthesize it. The reactants are: CS(C1C=CC(N2CCCC2)=C(C=1)C(O)=O)(=O)=O.Cl[C:20]1[CH:28]=[CH:27][C:26]([S:29]([CH3:32])(=[O:31])=[O:30])=[CH:25][C:21]=1[C:22]([OH:24])=[O:23].[OH:33][CH:34]1[CH2:39][CH2:38][CH2:37][NH:36][CH2:35]1. (6) Given the product [C:1]([O:5][C:6]([N:8]1[CH2:9][CH2:10][N:11]([CH2:14][C:15]2[CH:20]=[C:19]3[C:18]([C:22](=[O:37])[N:23]([CH2:24][C:25]4[CH:30]=[C:29]([Cl:31])[CH:28]=[CH:27][C:26]=4[S:32]([CH2:35][CH3:36])(=[O:34])=[O:33])[C:47](=[O:50])[NH:21]3)=[CH:17][C:16]=2[Br:38])[CH2:12][CH2:13]1)=[O:7])([CH3:2])([CH3:4])[CH3:3], predict the reactants needed to synthesize it. The reactants are: [C:1]([O:5][C:6]([N:8]1[CH2:13][CH2:12][N:11]([CH2:14][C:15]2[CH:20]=[C:19]([NH2:21])[C:18]([C:22](=[O:37])[NH:23][CH2:24][C:25]3[CH:30]=[C:29]([Cl:31])[CH:28]=[CH:27][C:26]=3[S:32]([CH2:35][CH3:36])(=[O:34])=[O:33])=[CH:17][C:16]=2[Br:38])[CH2:10][CH2:9]1)=[O:7])([CH3:4])([CH3:3])[CH3:2].ClC1C(C2OCCO2)=C(OC(F)(F)F)C=C2C=1N[C:47](=[O:50])N(CC1C=C(Cl)C=CC=1S(CC)(=O)=O)C2=O.